From a dataset of Full USPTO retrosynthesis dataset with 1.9M reactions from patents (1976-2016). Predict the reactants needed to synthesize the given product. (1) Given the product [Cl:22][C:23]1[C:24]([CH3:32])=[C:25]([C:26]([N:13]2[CH2:12][CH2:11][N:10]3[C:6]([C:5]4[S:1][N:2]=[CH:3][N:4]=4)=[N:7][N:8]=[C:9]3[CH2:14]2)=[O:27])[CH:29]=[CH:30][CH:31]=1, predict the reactants needed to synthesize it. The reactants are: [S:1]1[C:5]([C:6]2[N:10]3[CH2:11][CH2:12][NH:13][CH2:14][C:9]3=[N:8][N:7]=2)=[N:4][CH:3]=[N:2]1.C(N(CC)CC)C.[Cl:22][C:23]1[C:24]([CH3:32])=[C:25]([CH:29]=[CH:30][CH:31]=1)[C:26](Cl)=[O:27].C([O-])(O)=O.[Na+]. (2) The reactants are: C([Li])CCC.Br[C:7]1[S:11][C:10]([CH:12]2[O:16][CH2:15][CH2:14][O:13]2)=[CH:9][CH:8]=1.[F:17][C:18]1[CH:19]=[C:20]([CH:23]=[CH:24][CH:25]=1)[CH2:21]Br.O. Given the product [F:17][C:18]1[CH:19]=[C:20]([CH:23]=[CH:24][CH:25]=1)[CH2:21][C:7]1[S:11][C:10]([CH:12]2[O:16][CH2:15][CH2:14][O:13]2)=[CH:9][CH:8]=1, predict the reactants needed to synthesize it. (3) Given the product [CH:27]1([CH2:26][CH:21]([C:18]2[CH:17]=[CH:16][C:15]([S:14][CH3:13])=[CH:20][CH:19]=2)[C:22]([OH:24])=[O:23])[CH2:31][CH2:30][CH2:29][CH2:28]1, predict the reactants needed to synthesize it. The reactants are: C(NC(C)C)(C)C.C([Li])CCC.[CH3:13][S:14][C:15]1[CH:20]=[CH:19][C:18]([CH2:21][C:22]([OH:24])=[O:23])=[CH:17][CH:16]=1.I[CH2:26][CH:27]1[CH2:31][CH2:30][CH2:29][CH2:28]1. (4) Given the product [C:8]([OH:10])(=[O:9])[CH:7]=[CH2:6].[C:20]([O:24][CH2:25][CH2:26][OH:27])(=[O:23])[CH:21]=[CH2:22], predict the reactants needed to synthesize it. The reactants are: OO.C(O)[C@@H](O)[C@H]1[O:10][C:8](=[O:9])[C:7](O)=[C:6]1O.C(O)(=O)C=C.[C:20]([O:24][CH2:25][CH2:26][OH:27])(=[O:23])[CH:21]=[CH2:22].SCCO.C(OO)(C)(C)C. (5) Given the product [Br:1][C:2]1[CH:7]=[CH:6][C:5]([C:8]2[CH:9]=[N:10][C:11]3[N:12]([C:14]([CH2:17][C:18]4[CH:19]=[C:20]([CH:21]=[CH:22][CH:23]=4)[NH2:24])=[CH:15][N:16]=3)[N:13]=2)=[CH:4][C:3]=1[F:32].[C:35]([OH:37])([C:34]([F:39])([F:38])[F:33])=[O:36], predict the reactants needed to synthesize it. The reactants are: [Br:1][C:2]1[CH:7]=[CH:6][C:5]([C:8]2[CH:9]=[N:10][C:11]3[N:12]([C:14]([CH2:17][C:18]4[CH:19]=[C:20]([NH:24]C(=O)OC(C)(C)C)[CH:21]=[CH:22][CH:23]=4)=[CH:15][N:16]=3)[N:13]=2)=[CH:4][C:3]=1[F:32].[F:33][C:34]([F:39])([F:38])[C:35]([OH:37])=[O:36]. (6) Given the product [C:1]([O:5][C:6]([C:8]1[C:13]([NH:14][C:15]2[CH:20]=[CH:19][C:18]([Br:21])=[CH:17][C:16]=2[F:22])=[CH:12][C:11]([NH2:24])([Cl:23])[NH:10][N:9]=1)=[O:7])([CH3:4])([CH3:2])[CH3:3], predict the reactants needed to synthesize it. The reactants are: [C:1]([O:5][C:6]([C:8]1[C:13]([NH:14][C:15]2[CH:20]=[CH:19][C:18]([Br:21])=[CH:17][C:16]=2[F:22])=[CH:12][C:11]([N:24]=[N+]=[N-])([Cl:23])[NH:10][N:9]=1)=[O:7])([CH3:4])([CH3:3])[CH3:2]. (7) Given the product [Cl:1][C:2]1[CH:10]=[CH:9][C:8]([CH:11]2[CH2:15][CH2:14][CH:13]=[CH:12]2)=[CH:7][C:3]=1[C:4]([NH2:25])=[O:5], predict the reactants needed to synthesize it. The reactants are: [Cl:1][C:2]1[CH:10]=[CH:9][C:8]([CH:11]2[CH2:15][CH2:14][CH:13]=[CH:12]2)=[CH:7][C:3]=1[C:4](O)=[O:5].ClC(OC(C)C)=O.CC[N:25](C(C)C)C(C)C.N.